This data is from NCI-60 drug combinations with 297,098 pairs across 59 cell lines. The task is: Regression. Given two drug SMILES strings and cell line genomic features, predict the synergy score measuring deviation from expected non-interaction effect. Drug 2: COC1=NC(=NC2=C1N=CN2C3C(C(C(O3)CO)O)O)N. Drug 1: C1=NC2=C(N1)C(=S)N=C(N2)N. Synergy scores: CSS=10.9, Synergy_ZIP=-5.88, Synergy_Bliss=-3.63, Synergy_Loewe=-8.40, Synergy_HSA=-3.95. Cell line: SW-620.